Dataset: Forward reaction prediction with 1.9M reactions from USPTO patents (1976-2016). Task: Predict the product of the given reaction. (1) Given the reactants [NH2:1][C:2]1[CH:3]=[C:4]([CH:7]=[CH:8][CH:9]=1)[C:5]#[N:6].[CH2:10](Br)[C:11]#[CH:12].C(N(C(C)C)C(C)C)C, predict the reaction product. The product is: [CH2:12]([NH:1][C:2]1[CH:3]=[C:4]([CH:7]=[CH:8][CH:9]=1)[C:5]#[N:6])[C:11]#[CH:10]. (2) The product is: [C:8]([NH:16][C:17]1[CH:29]=[C:28]([CH2:30][CH2:31][CH2:32][CH2:33][C:34]2[CH:35]=[CH:36][CH:37]=[CH:38][CH:39]=2)[CH:27]=[CH:26][C:18]=1[C:19]([OH:21])=[O:20])(=[O:15])[C:9]1[CH:10]=[CH:11][CH:12]=[CH:13][CH:14]=1. Given the reactants FC(F)(F)C(O)=O.[C:8]([NH:16][C:17]1[CH:29]=[C:28]([CH2:30][CH2:31][CH2:32][CH2:33][C:34]2[CH:39]=[CH:38][CH:37]=[CH:36][CH:35]=2)[CH:27]=[CH:26][C:18]=1[C:19]([O:21]C(C)(C)C)=[O:20])(=[O:15])[C:9]1[CH:14]=[CH:13][CH:12]=[CH:11][CH:10]=1, predict the reaction product. (3) Given the reactants [CH2:1]([C:4]1[C:13]2[O:12][CH2:11][C:10]3=[C:14](C(O)=O)[N:15]=[CH:16][N:9]3[C:8]=2[CH:7]=[CH:6][CH:5]=1)[CH:2]=[CH2:3], predict the reaction product. The product is: [CH2:1]([C:4]1[C:13]2[O:12][CH2:11][C:10]3=[CH:14][N:15]=[CH:16][N:9]3[C:8]=2[CH:7]=[CH:6][CH:5]=1)[CH:2]=[CH2:3]. (4) The product is: [O:1]1[C:5]2[CH:6]=[CH:7][CH:8]=[CH:9][C:4]=2[CH:3]=[C:2]1[CH2:10][C:11]([O:13][CH3:19])=[O:12]. Given the reactants [O:1]1[C:5]2[CH:6]=[CH:7][CH:8]=[CH:9][C:4]=2[CH:3]=[C:2]1[CH2:10][C:11]([OH:13])=[O:12].S(=O)(=O)(O)O.[CH3:19]O, predict the reaction product.